Dataset: Forward reaction prediction with 1.9M reactions from USPTO patents (1976-2016). Task: Predict the product of the given reaction. (1) Given the reactants Cl[C:2]([O:4][C:5]1[CH:10]=[CH:9][CH:8]=[CH:7][CH:6]=1)=[O:3].[C:11]([O:15][C:16](=[O:30])[C:17]1[CH:22]=[CH:21][C:20]([N:23]2[CH2:28][CH2:27][CH:26]([NH2:29])[CH2:25][CH2:24]2)=[CH:19][CH:18]=1)([CH3:14])([CH3:13])[CH3:12].C(N(CC)CC)C.O, predict the reaction product. The product is: [C:11]([O:15][C:16](=[O:30])[C:17]1[CH:22]=[CH:21][C:20]([N:23]2[CH2:24][CH2:25][CH:26]([NH:29][C:2]([O:4][C:5]3[CH:10]=[CH:9][CH:8]=[CH:7][CH:6]=3)=[O:3])[CH2:27][CH2:28]2)=[CH:19][CH:18]=1)([CH3:14])([CH3:12])[CH3:13]. (2) Given the reactants [NH2:1][CH2:2][CH2:3][C:4]1[CH:29]=[CH:28][C:7]([NH:8][CH:9]2[CH2:14][CH2:13][N:12]([C:15]([C:17]3[S:18][C:19]4[CH:27]=[CH:26][CH:25]=[CH:24][C:20]=4[C:21]=3[O:22][CH3:23])=[O:16])[CH2:11][CH2:10]2)=[CH:6][CH:5]=1.C([Si]([O:47][C:48]1[CH:53]=[CH:52][C:51]([O:54][CH2:55][CH:56]2[CH2:58][O:57]2)=[CH:50][CH:49]=1)(C1C=CC=CC=1)C1C=CC=CC=1)(C)(C)C, predict the reaction product. The product is: [OH:57][C@H:56]([CH2:55][O:54][C:51]1[CH:52]=[CH:53][C:48]([OH:47])=[CH:49][CH:50]=1)[CH2:58][NH:1][CH2:2][CH2:3][C:4]1[CH:5]=[CH:6][C:7]([NH:8][CH:9]2[CH2:10][CH2:11][N:12]([C:15]([C:17]3[S:18][C:19]4[CH:27]=[CH:26][CH:25]=[CH:24][C:20]=4[C:21]=3[O:22][CH3:23])=[O:16])[CH2:13][CH2:14]2)=[CH:28][CH:29]=1. (3) Given the reactants [F:1][C:2]1[CH:7]=[C:6]([S:8]([CH3:11])(=[O:10])=[O:9])[CH:5]=[CH:4][C:3]=1[C:12]1[CH:17]=[CH:16][C:15]([O:18][CH2:19][CH:20]2[CH2:25][CH2:24][N:23](C(OC(C)(C)C)=O)[CH2:22][CH2:21]2)=[CH:14][CH:13]=1.[ClH:33], predict the reaction product. The product is: [ClH:33].[F:1][C:2]1[CH:7]=[C:6]([S:8]([CH3:11])(=[O:10])=[O:9])[CH:5]=[CH:4][C:3]=1[C:12]1[CH:13]=[CH:14][C:15]([O:18][CH2:19][CH:20]2[CH2:25][CH2:24][NH:23][CH2:22][CH2:21]2)=[CH:16][CH:17]=1. (4) Given the reactants Br[C:2]1[S:3][CH:4]=[C:5]([Br:7])[N:6]=1.[NH:8]1[CH2:13][CH2:12][CH2:11][CH2:10][C:9]1=[O:14].O1CCOCC1.C(=O)([O-])[O-].[Cs+].[Cs+], predict the reaction product. The product is: [Br:7][C:5]1[N:6]=[C:2]([N:8]2[CH2:13][CH2:12][CH2:11][CH2:10][C:9]2=[O:14])[S:3][CH:4]=1. (5) Given the reactants C[O:2][C:3]([C:5]1[N:10]=[C:9]([N:11]2[CH2:15][CH2:14][CH2:13][CH:12]2[C:16]2[O:20][N:19]=[C:18]([C:21]3[CH:26]=[CH:25][CH:24]=[CH:23][N:22]=3)[CH:17]=2)[N:8]=[C:7]([NH:27][C:28]2[CH:32]=[C:31]([CH3:33])[NH:30][N:29]=2)[CH:6]=1)=O.[NH3:34].CO, predict the reaction product. The product is: [C:3]([C:5]1[N:10]=[C:9]([N:11]2[CH2:15][CH2:14][CH2:13][CH:12]2[C:16]2[O:20][N:19]=[C:18]([C:21]3[CH:26]=[CH:25][CH:24]=[CH:23][N:22]=3)[CH:17]=2)[N:8]=[C:7]([NH:27][C:28]2[CH:32]=[C:31]([CH3:33])[NH:30][N:29]=2)[CH:6]=1)(=[O:2])[NH2:34]. (6) Given the reactants [OH-].[Na+].C([O:5][C:6]([C:8]1[CH:12]=[C:11]([C:13]2[NH:14][CH:15]=[CH:16][N:17]=2)[N:10]([C:18]2[CH:19]=[N:20][C:21]([O:24][CH3:25])=[CH:22][CH:23]=2)[N:9]=1)=[O:7])C.Cl, predict the reaction product. The product is: [NH:14]1[CH:15]=[CH:16][N:17]=[C:13]1[C:11]1[N:10]([C:18]2[CH:19]=[N:20][C:21]([O:24][CH3:25])=[CH:22][CH:23]=2)[N:9]=[C:8]([C:6]([OH:7])=[O:5])[CH:12]=1.